Dataset: Catalyst prediction with 721,799 reactions and 888 catalyst types from USPTO. Task: Predict which catalyst facilitates the given reaction. (1) Reactant: [CH3:1][S:2]([CH2:5][C:6]1[CH:11]=[CH:10][N:9]=[C:8]([S:12][CH3:13])[N:7]=1)(=[O:4])=[O:3].[H-].[Na+].Br[CH2:17][CH2:18]Br.O. Product: [CH3:1][S:2]([C:5]1([C:6]2[CH:11]=[CH:10][N:9]=[C:8]([S:12][CH3:13])[N:7]=2)[CH2:18][CH2:17]1)(=[O:3])=[O:4]. The catalyst class is: 3. (2) Reactant: [CH3:1][O:2][C:3]1[CH:4]=[C:5]([OH:18])[CH:6]=[CH:7][C:8]=1B1OC(C)(C)C(C)(C)O1.Cl[C:20]1[N:25]=[N:24][C:23]([N:26]([CH3:37])[CH:27]2[CH2:32][C:31]([CH3:34])([CH3:33])[NH:30][C:29]([CH3:36])([CH3:35])[CH2:28]2)=[CH:22][CH:21]=1.C([O-])(O)=O.[Na+].O1CCOCC1. Product: [CH3:1][O:2][C:3]1[CH:4]=[C:5]([OH:18])[CH:6]=[CH:7][C:8]=1[C:20]1[N:25]=[N:24][C:23]([N:26]([CH3:37])[CH:27]2[CH2:32][C:31]([CH3:33])([CH3:34])[NH:30][C:29]([CH3:36])([CH3:35])[CH2:28]2)=[CH:22][CH:21]=1. The catalyst class is: 690. (3) Reactant: [CH:1]([N:4]1[CH2:9][CH2:8][N:7]([C:10]([C:12]2[CH:20]=[C:19]3[C:15]([C:16]([CH:21]=O)=[CH:17][NH:18]3)=[CH:14][CH:13]=2)=[O:11])[CH2:6][CH2:5]1)([CH3:3])[CH3:2].[NH:23]1[CH2:28][CH2:27][CH2:26][CH2:25][CH2:24]1.[BH-](OC(C)=O)(OC(C)=O)OC(C)=O.[Na+]. Product: [CH:1]([N:4]1[CH2:9][CH2:8][N:7]([C:10]([C:12]2[CH:20]=[C:19]3[C:15]([C:16]([CH2:21][N:23]4[CH2:28][CH2:27][CH2:26][CH2:25][CH2:24]4)=[CH:17][NH:18]3)=[CH:14][CH:13]=2)=[O:11])[CH2:6][CH2:5]1)([CH3:3])[CH3:2]. The catalyst class is: 2. (4) Reactant: Cl.[NH2:2][C:3]1[N:8]=[C:7]([CH2:9][N:10]2[C:18]3[C:13](=[CH:14][CH:15]=[C:16]([OH:19])[CH:17]=3)[CH:12]=[C:11]2[C:20]2[CH:25]=[CH:24][CH:23]=[CH:22][C:21]=2[Cl:26])[CH:6]=[CH:5][CH:4]=1.Br[CH2:28][CH2:29][CH2:30][C:31]#[N:32].C([O-])([O-])=O.[Cs+].[Cs+]. Product: [NH2:2][C:3]1[N:8]=[C:7]([CH2:9][N:10]2[C:18]3[C:13](=[CH:14][CH:15]=[C:16]([O:19][CH2:28][CH2:29][CH2:30][C:31]#[N:32])[CH:17]=3)[CH:12]=[C:11]2[C:20]2[CH:25]=[CH:24][CH:23]=[CH:22][C:21]=2[Cl:26])[CH:6]=[CH:5][CH:4]=1. The catalyst class is: 3. (5) Reactant: [CH2:1]([Br:10])[C:2]([C:4]1[CH:9]=[CH:8][CH:7]=[CH:6][CH:5]=1)=[O:3].[S:11]1[CH2:15][CH2:14][CH2:13][CH2:12]1.O.C(OCC)C. Product: [Br-:10].[CH2:1]([S+:11]1[CH2:15][CH2:14][CH2:13][CH2:12]1)[C:2]([C:4]1[CH:9]=[CH:8][CH:7]=[CH:6][CH:5]=1)=[O:3]. The catalyst class is: 463. (6) Reactant: C1C(=O)N([Br:8])C(=O)C1.[Br:9][C:10]1[CH:11]=[CH:12][C:13]2[CH2:17][CH2:16][O:15][C:14]=2[CH:18]=1. Product: [Br:8][C:11]1[C:10]([Br:9])=[CH:18][C:14]2[O:15][CH2:16][CH2:17][C:13]=2[CH:12]=1. The catalyst class is: 10.